Dataset: Catalyst prediction with 721,799 reactions and 888 catalyst types from USPTO. Task: Predict which catalyst facilitates the given reaction. (1) Reactant: [Cl-].O[NH3+:3].[C:4](=[O:7])([O-])[OH:5].[Na+].CS(C)=O.[CH2:13]([C:17]1[N:22]2[N:23]=[CH:24][N:25]=[C:21]2[N:20]([CH:26]2[CH2:31][CH2:30][O:29][C:28]([CH3:33])([CH3:32])[CH2:27]2)[C:19](=[O:34])[C:18]=1[CH2:35][C:36]1[CH:41]=[CH:40][C:39]([C:42]2[C:43]([C:48]#[N:49])=[CH:44][CH:45]=[CH:46][CH:47]=2)=[CH:38][CH:37]=1)[CH2:14][CH2:15][CH3:16]. Product: [CH2:13]([C:17]1[N:22]2[N:23]=[CH:24][N:25]=[C:21]2[N:20]([CH:26]2[CH2:31][CH2:30][O:29][C:28]([CH3:32])([CH3:33])[CH2:27]2)[C:19](=[O:34])[C:18]=1[CH2:35][C:36]1[CH:41]=[CH:40][C:39]([C:42]2[CH:47]=[CH:46][CH:45]=[CH:44][C:43]=2[C:48]2[NH:3][C:4](=[O:7])[O:5][N:49]=2)=[CH:38][CH:37]=1)[CH2:14][CH2:15][CH3:16]. The catalyst class is: 13. (2) Reactant: Br[CH2:2][C:3]1[CH:12]=[CH:11][C:6]([C:7]([O:9][CH3:10])=[O:8])=[CH:5][C:4]=1[C:13]([F:16])([F:15])[F:14].[CH2:17]([N:19]1[CH2:24][CH2:23][NH:22][CH2:21][CH2:20]1)[CH3:18].C(=O)([O-])[O-].[Cs+].[Cs+]. Product: [CH2:17]([N:19]1[CH2:24][CH2:23][N:22]([CH2:2][C:3]2[CH:12]=[CH:11][C:6]([C:7]([O:9][CH3:10])=[O:8])=[CH:5][C:4]=2[C:13]([F:16])([F:15])[F:14])[CH2:21][CH2:20]1)[CH3:18]. The catalyst class is: 9. (3) Reactant: OC(C(F)(F)F)=O.[CH3:8][N:9]([CH3:29])[C@H:10]([C:22]1[CH:27]=[CH:26][CH:25]=[CH:24][C:23]=1[F:28])[C:11]([O:13][C@H](C1C=CC=CC=1)C)=[O:12]. Product: [CH3:8][N:9]([CH3:29])[C@H:10]([C:22]1[CH:27]=[CH:26][CH:25]=[CH:24][C:23]=1[F:28])[C:11]([OH:13])=[O:12]. The catalyst class is: 261. (4) Reactant: [CH2:1]([N:5]([CH2:30][CH:31]([CH3:33])[CH3:32])[C:6](=[O:29])[C:7]([CH3:28])([C:9]1[CH:14]=[CH:13][C:12]([N+:15]([O-])=O)=[C:11]([NH:18][CH2:19][CH2:20][CH2:21][N:22]2[CH2:27][CH2:26][CH2:25][CH2:24][CH2:23]2)[CH:10]=1)[CH3:8])[CH:2]([CH3:4])[CH3:3]. Product: [NH2:15][C:12]1[CH:13]=[CH:14][C:9]([C:7]([CH3:8])([CH3:28])[C:6]([N:5]([CH2:30][CH:31]([CH3:33])[CH3:32])[CH2:1][CH:2]([CH3:4])[CH3:3])=[O:29])=[CH:10][C:11]=1[NH:18][CH2:19][CH2:20][CH2:21][N:22]1[CH2:27][CH2:26][CH2:25][CH2:24][CH2:23]1. The catalyst class is: 604. (5) Reactant: [CH3:1][O:2][C:3]1[CH:4]=[C:5]([CH:18]=[CH:19][C:20]=1[O:21][CH3:22])[CH2:6][O:7][C:8]1[CH:16]=[CH:15][C:11]([C:12]([OH:14])=O)=[CH:10][C:9]=1[Cl:17].C(Cl)(=O)C(Cl)=O.[NH2:29][C:30]1[CH:40]=[CH:39][C:38]([O:41][C:42]2[CH:47]=[CH:46][CH:45]=[CH:44][CH:43]=2)=[CH:37][C:31]=1[C:32]([O:34][CH2:35][CH3:36])=[O:33].C(N(C(C)C)CC)(C)C. Product: [CH3:1][O:2][C:3]1[CH:4]=[C:5]([CH:18]=[CH:19][C:20]=1[O:21][CH3:22])[CH2:6][O:7][C:8]1[CH:16]=[CH:15][C:11]([C:12]([NH:29][C:30]2[CH:40]=[CH:39][C:38]([O:41][C:42]3[CH:47]=[CH:46][CH:45]=[CH:44][CH:43]=3)=[CH:37][C:31]=2[C:32]([O:34][CH2:35][CH3:36])=[O:33])=[O:14])=[CH:10][C:9]=1[Cl:17]. The catalyst class is: 59. (6) Reactant: CS(O)(=O)=O.CS(O)(=O)=O.[NH2:11][C@H:12]1[C:25](=[O:26])[N:24]([CH2:27][C:28]([CH3:31])([CH3:30])[CH3:29])[CH2:23][C:15]2[C:16]3[CH:17]=[N:18][NH:19][C:20]=3[CH:21]=[CH:22][C:14]=2[CH2:13]1.[CH3:32][N:33]1[C:37]2([CH2:46][CH2:45][C:44]3[C:39](=[CH:40][CH:41]=[C:42]([C:47](O)=[O:48])[CH:43]=3)[CH2:38]2)[C:36](=[O:50])[NH:35][C:34]1=[O:51].C1C=CC2N(O)N=NC=2C=1.C(Cl)CCl. Product: [CH3:29][C:28]([CH3:31])([CH3:30])[CH2:27][N:24]1[C:25](=[O:26])[C@H:12]([NH:11][C:47]([C:42]2[CH:43]=[C:44]3[C:39](=[CH:40][CH:41]=2)[CH2:38][C:37]2([C:36](=[O:50])[NH:35][C:34](=[O:51])[N:33]2[CH3:32])[CH2:46][CH2:45]3)=[O:48])[CH2:13][C:14]2[CH:22]=[CH:21][C:20]3[NH:19][N:18]=[CH:17][C:16]=3[C:15]=2[CH2:23]1. The catalyst class is: 3. (7) Product: [O:16]=[C:17]1[NH:21][C@H:20]2[CH2:22][S:23][C:24](=[CH:25][CH2:26][CH2:27][CH2:28][C:29]([O:31][CH2:32][C:33]3([CH3:36])[CH2:37][O:38][C:1]([CH3:6])([CH3:2])[O:35][CH2:34]3)=[O:30])[C@H:19]2[O:18]1. The catalyst class is: 66. Reactant: [C:1]1(C)[CH:6]=CC(S(O)(=O)=O)=C[CH:2]=1.CC(C)=O.[O:16]=[C:17]1[NH:21][C@H:20]2[CH2:22][S:23][C:24](=[CH:25][CH2:26][CH2:27][CH2:28][C:29]([O:31][CH2:32][C:33]([CH2:37][OH:38])([CH3:36])[CH2:34][OH:35])=[O:30])[C@H:19]2[O:18]1.COC(OC)(C)C.